The task is: Predict the reaction yield, written as a fraction of the theoretical maximum amount of product (1.0 means a 100% yield; for example, 0.34 means a 34% yield).. This data is from Reaction yield outcomes from USPTO patents with 853,638 reactions. (1) The reactants are [Cl:1][C:2]1[CH:3]=[CH:4][C:5]2[C:34]3[C:10](=[C:11]4[C:31](=[CH:32][CH:33]=3)[C:15]3[N:16]=[C:17]([C@@H:19]5[CH2:23][CH2:22][CH2:21][N:20]5[C:24]([O:26][C:27]([CH3:30])([CH3:29])[CH3:28])=[O:25])[NH:18][C:14]=3[CH2:13][CH2:12]4)[O:9][CH2:8][C:6]=2[CH:7]=1. The catalyst is ClCCl.[O-2].[Mn+4].[O-2]. The product is [Cl:1][C:2]1[CH:3]=[CH:4][C:5]2[C:34]3[C:10](=[C:11]4[C:31](=[CH:32][CH:33]=3)[C:15]3[N:16]=[C:17]([C@@H:19]5[CH2:23][CH2:22][CH2:21][N:20]5[C:24]([O:26][C:27]([CH3:30])([CH3:29])[CH3:28])=[O:25])[NH:18][C:14]=3[CH:13]=[CH:12]4)[O:9][CH2:8][C:6]=2[CH:7]=1. The yield is 0.960. (2) The reactants are [CH3:1][C:2]([NH:6][C:7]1[S:8][CH:9]=[C:10]([C:12]2[CH:19]=[CH:18][C:15]([C:16]#[N:17])=[CH:14][CH:13]=2)[N:11]=1)([CH3:5])[CH:3]=O.[C:20]([OH:23])(=O)C.CN.[C:26]([BH3-])#[N:27].[Na+].C(O[BH-](OC(=O)C)OC(=O)C)(=O)C.[Na+].C(N(CC)CC)C.ClC(Cl)(OC(=O)OC(Cl)(Cl)Cl)Cl.C([O-])(O)=O.[Na+]. The catalyst is CO.C(OCC)(=O)C.O1CCCC1.C(Cl)Cl. The product is [CH3:26][N:27]1[CH2:3][C:2]([CH3:5])([CH3:1])[N:6]([C:7]2[S:8][CH:9]=[C:10]([C:12]3[CH:19]=[CH:18][C:15]([C:16]#[N:17])=[CH:14][CH:13]=3)[N:11]=2)[C:20]1=[O:23]. The yield is 0.250. (3) The reactants are [CH3:1][C:2]1[CH:6]=[C:5]([C:7]([OH:9])=O)[N:4]([C:10]2[CH:15]=[CH:14][CH:13]=[CH:12][CH:11]=2)[N:3]=1.C(Cl)(=O)C(Cl)=O.[NH2:22][C:23]1[CH:44]=[CH:43][C:26]([O:27][C:28]2[CH:29]=[CH:30][C:31]3[N:32]([CH:34]=[C:35]([NH:37][C:38]([CH:40]4[CH2:42][CH2:41]4)=[O:39])[N:36]=3)[CH:33]=2)=[CH:25][CH:24]=1.C(=O)([O-])O.[Na+]. The product is [CH:40]1([C:38]([NH:37][C:35]2[N:36]=[C:31]3[CH:30]=[CH:29][C:28]([O:27][C:26]4[CH:25]=[CH:24][C:23]([NH:22][C:7]([C:5]5[N:4]([C:10]6[CH:15]=[CH:14][CH:13]=[CH:12][CH:11]=6)[N:3]=[C:2]([CH3:1])[CH:6]=5)=[O:9])=[CH:44][CH:43]=4)=[CH:33][N:32]3[CH:34]=2)=[O:39])[CH2:41][CH2:42]1. The yield is 0.290. The catalyst is O1CCCC1.CN(C)C(=O)C.CN(C)C=O. (4) The reactants are [H-].[Na+].[CH3:3][O:4][CH2:5][C:6]1[NH:7][CH:8]=[CH:9][C:10]=1[C:11]([O:13][CH2:14][CH3:15])=[O:12].[CH3:16][Si:17]([CH3:24])([CH3:23])[CH2:18][CH2:19][O:20][CH2:21]Cl.S([O-])(O)(=O)=O.[K+]. The catalyst is CN(C)C=O. The product is [CH3:3][O:4][CH2:5][C:6]1[N:7]([CH2:21][O:20][CH2:19][CH2:18][Si:17]([CH3:24])([CH3:23])[CH3:16])[CH:8]=[CH:9][C:10]=1[C:11]([O:13][CH2:14][CH3:15])=[O:12]. The yield is 0.960.